Dataset: Catalyst prediction with 721,799 reactions and 888 catalyst types from USPTO. Task: Predict which catalyst facilitates the given reaction. (1) Reactant: C(O[C@H](CCCCCCCCCC(C)C)CC(O)=O)C1C=CC=CC=1.BrC1C=CC([C@:33](CC=O)([CH:37]([O:52][C:53](=[O:69])[CH2:54][CH2:55][CH2:56][CH2:57][CH2:58][CH2:59][CH2:60][CH2:61][CH2:62][CH2:63][CH2:64][CH2:65][CH2:66][CH2:67][CH3:68])[CH2:38][CH2:39][CH2:40][CH2:41][CH2:42][CH2:43][CH2:44][CH2:45][CH2:46][CH2:47][CH2:48][CH:49]([CH3:51])[CH3:50])[C:34]([O-:36])=[O:35])=CC=1. Product: [C:53]([O:52][C@H:37]([CH2:38][CH2:39][CH2:40][CH2:41][CH2:42][CH2:43][CH2:44][CH2:45][CH2:46][CH2:47][CH2:48][CH:49]([CH3:50])[CH3:51])[CH2:33][C:34]([OH:36])=[O:35])(=[O:69])[CH2:54][CH2:55][CH2:56][CH2:57][CH2:58][CH2:59][CH2:60][CH2:61][CH2:62][CH2:63][CH2:64][CH2:65][CH2:66][CH2:67][CH3:68]. The catalyst class is: 401. (2) Reactant: [CH3:1][N:2]1[CH2:7][CH2:6][CH:5]([CH2:8][CH2:9][CH2:10]O)[CH2:4][CH2:3]1.[C:12]([NH:19][C:20](=[N:23][C:24]([O:26][C:27]([CH3:30])([CH3:29])[CH3:28])=[O:25])[S:21][CH3:22])([O:14][C:15]([CH3:18])([CH3:17])[CH3:16])=[O:13].C1C=CC(P(C2C=CC=CC=2)C2C=CC=CC=2)=CC=1.CCOC(/N=N/C(OCC)=O)=O. Product: [CH3:1][N:2]1[CH2:3][CH2:4][CH:5]([CH2:8][CH2:9][CH2:10][N:23]([C:24]([O:26][C:27]([CH3:30])([CH3:29])[CH3:28])=[O:25])[C:20](=[N:19][C:12]([O:14][C:15]([CH3:17])([CH3:18])[CH3:16])=[O:13])[S:21][CH3:22])[CH2:6][CH2:7]1. The catalyst class is: 1.